Regression. Given two drug SMILES strings and cell line genomic features, predict the synergy score measuring deviation from expected non-interaction effect. From a dataset of NCI-60 drug combinations with 297,098 pairs across 59 cell lines. (1) Drug 1: C1CCN(CC1)CCOC2=CC=C(C=C2)C(=O)C3=C(SC4=C3C=CC(=C4)O)C5=CC=C(C=C5)O. Drug 2: CN(C)C1=NC(=NC(=N1)N(C)C)N(C)C. Cell line: SK-MEL-2. Synergy scores: CSS=-8.41, Synergy_ZIP=4.19, Synergy_Bliss=3.78, Synergy_Loewe=-4.75, Synergy_HSA=-4.75. (2) Drug 1: CN(C)C1=NC(=NC(=N1)N(C)C)N(C)C. Drug 2: CCC1(CC2CC(C3=C(CCN(C2)C1)C4=CC=CC=C4N3)(C5=C(C=C6C(=C5)C78CCN9C7C(C=CC9)(C(C(C8N6C=O)(C(=O)OC)O)OC(=O)C)CC)OC)C(=O)OC)O.OS(=O)(=O)O. Cell line: SF-295. Synergy scores: CSS=8.35, Synergy_ZIP=0.127, Synergy_Bliss=1.20, Synergy_Loewe=4.61, Synergy_HSA=3.95. (3) Drug 1: CS(=O)(=O)C1=CC(=C(C=C1)C(=O)NC2=CC(=C(C=C2)Cl)C3=CC=CC=N3)Cl. Drug 2: C#CCC(CC1=CN=C2C(=N1)C(=NC(=N2)N)N)C3=CC=C(C=C3)C(=O)NC(CCC(=O)O)C(=O)O. Cell line: MOLT-4. Synergy scores: CSS=-5.00, Synergy_ZIP=-1.16, Synergy_Bliss=-6.78, Synergy_Loewe=-7.88, Synergy_HSA=-8.38. (4) Drug 1: COC1=NC(=NC2=C1N=CN2C3C(C(C(O3)CO)O)O)N. Drug 2: CC(C)CN1C=NC2=C1C3=CC=CC=C3N=C2N. Cell line: A498. Synergy scores: CSS=-2.60, Synergy_ZIP=2.06, Synergy_Bliss=2.64, Synergy_Loewe=-1.07, Synergy_HSA=-2.71. (5) Drug 1: CC12CCC3C(C1CCC2O)C(CC4=C3C=CC(=C4)O)CCCCCCCCCS(=O)CCCC(C(F)(F)F)(F)F. Drug 2: CS(=O)(=O)OCCCCOS(=O)(=O)C. Cell line: OVCAR3. Synergy scores: CSS=-0.965, Synergy_ZIP=-0.665, Synergy_Bliss=-6.22, Synergy_Loewe=-4.28, Synergy_HSA=-5.99. (6) Drug 1: CN(C)N=NC1=C(NC=N1)C(=O)N. Drug 2: CCN(CC)CCCC(C)NC1=C2C=C(C=CC2=NC3=C1C=CC(=C3)Cl)OC. Cell line: PC-3. Synergy scores: CSS=27.4, Synergy_ZIP=-4.95, Synergy_Bliss=3.25, Synergy_Loewe=-1.55, Synergy_HSA=2.73. (7) Drug 1: C1CCC(CC1)NC(=O)N(CCCl)N=O. Drug 2: C1CCC(C(C1)N)N.C(=O)(C(=O)[O-])[O-].[Pt+4]. Cell line: HT29. Synergy scores: CSS=27.3, Synergy_ZIP=-3.72, Synergy_Bliss=0.432, Synergy_Loewe=-11.9, Synergy_HSA=1.24. (8) Drug 1: CC1=CC2C(CCC3(C2CCC3(C(=O)C)OC(=O)C)C)C4(C1=CC(=O)CC4)C. Drug 2: CC1CCC2CC(C(=CC=CC=CC(CC(C(=O)C(C(C(=CC(C(=O)CC(OC(=O)C3CCCCN3C(=O)C(=O)C1(O2)O)C(C)CC4CCC(C(C4)OC)OCCO)C)C)O)OC)C)C)C)OC. Cell line: MDA-MB-435. Synergy scores: CSS=3.71, Synergy_ZIP=-0.814, Synergy_Bliss=4.65, Synergy_Loewe=-10.8, Synergy_HSA=-0.166. (9) Drug 1: CS(=O)(=O)C1=CC(=C(C=C1)C(=O)NC2=CC(=C(C=C2)Cl)C3=CC=CC=N3)Cl. Drug 2: CC(C)(C#N)C1=CC(=CC(=C1)CN2C=NC=N2)C(C)(C)C#N. Cell line: OVCAR3. Synergy scores: CSS=-0.633, Synergy_ZIP=-0.896, Synergy_Bliss=-2.93, Synergy_Loewe=-4.48, Synergy_HSA=-4.61. (10) Drug 1: C1CCC(CC1)NC(=O)N(CCCl)N=O. Drug 2: CCN(CC)CCCC(C)NC1=C2C=C(C=CC2=NC3=C1C=CC(=C3)Cl)OC. Cell line: K-562. Synergy scores: CSS=65.8, Synergy_ZIP=2.44, Synergy_Bliss=5.17, Synergy_Loewe=7.17, Synergy_HSA=7.67.